This data is from Full USPTO retrosynthesis dataset with 1.9M reactions from patents (1976-2016). The task is: Predict the reactants needed to synthesize the given product. Given the product [O:2]1[CH2:6][CH2:5][O:4][CH:3]1[CH2:7][CH2:8][CH2:44][C:43]1[C:39]([CH:36]([CH3:38])[CH3:37])=[N:40][N:41]([C:46]2[CH:51]=[CH:50][C:49]([C:52]([F:55])([F:54])[F:53])=[CH:48][N:47]=2)[CH:42]=1, predict the reactants needed to synthesize it. The reactants are: [Br-].[O:2]1[CH2:6][CH2:5][O:4][CH:3]1[CH2:7][CH2:8]C1C=CC=CC=1[P+](C1C=CC=CC=1)(C1C=CC=CC=1)C1C=CC=CC=1.[H-].[Na+].[CH:36]([C:39]1[C:43]([CH:44]=O)=[CH:42][N:41]([C:46]2[CH:51]=[CH:50][C:49]([C:52]([F:55])([F:54])[F:53])=[CH:48][N:47]=2)[N:40]=1)([CH3:38])[CH3:37].Cl.